This data is from Forward reaction prediction with 1.9M reactions from USPTO patents (1976-2016). The task is: Predict the product of the given reaction. (1) Given the reactants [C:1](=[NH:23])([O:3][CH2:4][CH2:5][C:6]1[CH:11]=[CH:10][C:9]([O:12][C:13]2[CH:18]=[CH:17][C:16]([C:19]([F:22])([F:21])[F:20])=[CH:15][N:14]=2)=[CH:8][CH:7]=1)[NH2:2].FC(F)(F)C([O-])=O.[CH:31]([CH:33]([CH2:38][C:39]1[CH:40]=[N:41][C:42]([O:45][CH3:46])=[N:43][CH:44]=1)[C:34](OC)=O)=[O:32].C([O-])([O-])=O.[K+].[K+], predict the reaction product. The product is: [CH3:46][O:45][C:42]1[N:41]=[CH:40][C:39]([CH2:38][C:33]2[C:31](=[O:32])[N:23]=[C:1]([O:3][CH2:4][CH2:5][C:6]3[CH:7]=[CH:8][C:9]([O:12][C:13]4[CH:18]=[CH:17][C:16]([C:19]([F:22])([F:21])[F:20])=[CH:15][N:14]=4)=[CH:10][CH:11]=3)[NH:2][CH:34]=2)=[CH:44][N:43]=1. (2) Given the reactants [F:1][C:2]1[CH:7]=[CH:6][C:5]([O:8][CH3:9])=[C:4]([N:10]=[C:11]=[S:12])[CH:3]=1.[CH3:13][C:14]1[N:15]([CH3:41])[C:16]2[C:22]([NH:23]C(=S)NC3C=C(S(N)(=O)=O)C=CC=3OC(C)C)=[CH:21][CH:20]=[CH:19][C:17]=2[N:18]=1, predict the reaction product. The product is: [CH3:13][C:14]1[N:15]([CH3:41])[C:16]2[C:22]([NH:23][C:11]([NH:10][C:4]3[CH:3]=[C:2]([F:1])[CH:7]=[CH:6][C:5]=3[O:8][CH3:9])=[S:12])=[CH:21][CH:20]=[CH:19][C:17]=2[N:18]=1. (3) Given the reactants [Cl:1][C:2]1[CH:3]=[C:4]([C:9]2[S:10][CH:11]=[C:12]([C:15]([CH3:17])=O)[C:13]=2[OH:14])[CH:5]=[CH:6][C:7]=1[Cl:8].[N:18]1([C:24]([C:26]2[S:30][C:29]([C:31]([NH:33][NH2:34])=[O:32])=[CH:28][CH:27]=2)=[O:25])[CH2:23][CH2:22][O:21][CH2:20][CH2:19]1, predict the reaction product. The product is: [Cl:1][C:2]1[CH:3]=[C:4]([C:9]2[S:10][CH:11]=[C:12]([C:15](=[N:34][NH:33][C:31]([C:29]3[S:30][C:26]([C:24]([N:18]4[CH2:23][CH2:22][O:21][CH2:20][CH2:19]4)=[O:25])=[CH:27][CH:28]=3)=[O:32])[CH3:17])[C:13]=2[OH:14])[CH:5]=[CH:6][C:7]=1[Cl:8]. (4) Given the reactants [C:1]([O:5][C:6]([N:8]1[CH2:13][CH2:12][N:11]([CH2:14][C:15]2[CH:23]=[CH:22][C:18]([C:19]([OH:21])=O)=[CH:17][C:16]=2[Cl:24])[CH2:10][CH2:9]1)=[O:7])([CH3:4])([CH3:3])[CH3:2].ClCCl.Cl.CN(C)CCCN=C=NCC.[NH:40]1[CH2:45][CH2:44][O:43][CH2:42][CH2:41]1, predict the reaction product. The product is: [Cl:24][C:16]1[CH:17]=[C:18]([C:19]([N:40]2[CH2:45][CH2:44][O:43][CH2:42][CH2:41]2)=[O:21])[CH:22]=[CH:23][C:15]=1[CH2:14][N:11]1[CH2:12][CH2:13][N:8]([C:6]([O:5][C:1]([CH3:4])([CH3:3])[CH3:2])=[O:7])[CH2:9][CH2:10]1. (5) Given the reactants [CH3:1][C:2]1[O:6][C:5]([C:7]2[N:12]=[C:11]([NH:13][C:14](=[O:17])[CH:15]=[CH2:16])[CH:10]=[C:9](C3SC=CN=3)[N:8]=2)=[CH:4][CH:3]=1.[CH3:23][C:24]1[CH:28]=[C:27]([CH3:29])[N:26](C2N=C(C3OC(C)=CC=3)N=C(N)C=2)[N:25]=1, predict the reaction product. The product is: [CH3:23][C:24]1[CH:28]=[C:27]([CH3:29])[N:26]([C:9]2[N:8]=[C:7]([C:5]3[O:6][C:2]([CH3:1])=[CH:3][CH:4]=3)[N:12]=[C:11]([NH:13][C:14](=[O:17])[CH:15]=[CH2:16])[CH:10]=2)[N:25]=1. (6) Given the reactants [NH2:1][C:2]1[CH:7]=[C:6]([O:8][CH3:9])[CH:5]=[C:4]([Br:10])[C:3]=1[OH:11].[CH3:12][O:13][C:14]1[CH:22]=[CH:21][C:17]([C:18](Cl)=[O:19])=[CH:16][C:15]=1[C:23]([F:26])([F:25])[F:24], predict the reaction product. The product is: [CH3:12][O:13][C:14]1[CH:22]=[CH:21][C:17]([C:18]([O:11][C:3]2[C:2]([NH:1][C:18](=[O:19])[C:17]3[CH:21]=[CH:22][C:14]([O:13][CH3:12])=[C:15]([C:23]([F:26])([F:24])[F:25])[CH:16]=3)=[CH:7][C:6]([O:8][CH3:9])=[CH:5][C:4]=2[Br:10])=[O:19])=[CH:16][C:15]=1[C:23]([F:26])([F:25])[F:24]. (7) Given the reactants [Cl:1][C:2]1[N:3]=[C:4]([N:22]2[CH2:27][CH2:26][O:25][CH2:24][CH2:23]2)[C:5]2[O:10][C:9]3[N:11]=[CH:12][C:13](/C=C/C(N(C)C)=O)=[CH:14][C:8]=3[C:6]=2[N:7]=1.O.C[CH2:30][O:31]C(C)=O.S([O-])([O-])(=O)=S.[Na+].[Na+], predict the reaction product. The product is: [Cl:1][C:2]1[N:3]=[C:4]([N:22]2[CH2:27][CH2:26][O:25][CH2:24][CH2:23]2)[C:5]2[O:10][C:9]3[N:11]=[CH:12][C:13]([CH:30]=[O:31])=[CH:14][C:8]=3[C:6]=2[N:7]=1.